This data is from CYP2C19 inhibition data for predicting drug metabolism from PubChem BioAssay. The task is: Regression/Classification. Given a drug SMILES string, predict its absorption, distribution, metabolism, or excretion properties. Task type varies by dataset: regression for continuous measurements (e.g., permeability, clearance, half-life) or binary classification for categorical outcomes (e.g., BBB penetration, CYP inhibition). Dataset: cyp2c19_veith. The drug is O=C(Nc1nnc(C2CC2)s1)c1ccncc1. The result is 1 (inhibitor).